Predict the reactants needed to synthesize the given product. From a dataset of Full USPTO retrosynthesis dataset with 1.9M reactions from patents (1976-2016). (1) Given the product [Br:11][CH2:12][CH2:13][N:1]1[CH2:6][CH2:5][O:4][CH2:3][CH2:2]1, predict the reactants needed to synthesize it. The reactants are: [NH:1]1[CH2:6][CH2:5][O:4][CH2:3][CH2:2]1.CC(C)=O.[Br:11][CH:12](Br)[CH3:13]. (2) Given the product [Cl:25][C:26]1[CH:31]=[CH:30][C:29]([CH2:32][NH:33][C:15](=[O:17])[CH2:14][C@H:8]2[C:7](=[O:18])[O:6][CH2:5][C@@H:4]([C:19]3[CH:24]=[CH:23][CH:22]=[CH:21][CH:20]=3)[NH:3][C:2](=[O:1])[CH2:13][CH2:12][CH:11]=[CH:10][CH2:9]2)=[CH:28][CH:27]=1, predict the reactants needed to synthesize it. The reactants are: [O:1]=[C:2]1[CH2:13][CH2:12][CH:11]=[CH:10][CH2:9][C@@H:8]([CH2:14][C:15]([OH:17])=O)[C:7](=[O:18])[O:6][CH2:5][C@@H:4]([C:19]2[CH:24]=[CH:23][CH:22]=[CH:21][CH:20]=2)[NH:3]1.[Cl:25][C:26]1[CH:31]=[CH:30][C:29]([CH2:32][NH2:33])=[CH:28][CH:27]=1. (3) Given the product [NH2:8][C:5]1[CH:6]=[CH:7][C:2]([F:1])=[C:3]([N:11]2[C:15](=[O:16])[NH:14][N:13]=[N:12]2)[CH:4]=1, predict the reactants needed to synthesize it. The reactants are: [F:1][C:2]1[CH:7]=[CH:6][C:5]([N+:8]([O-])=O)=[CH:4][C:3]=1[N:11]1[C:15](=[O:16])[NH:14][N:13]=[N:12]1. (4) Given the product [C:40]([C:2]1[CH:3]=[CH:4][C:5]([NH:13][C:14]2[C:19]([C:20]([F:22])([F:21])[F:23])=[CH:18][N:17]=[C:16]([NH:24][C:25]3[CH:39]=[CH:38][C:28]([CH2:29][P:30](=[O:37])([O:31][CH2:32][CH3:33])[O:34][CH2:35][CH3:36])=[CH:27][CH:26]=3)[N:15]=2)=[C:6]2[C:10]=1[CH2:9][N:8]([CH3:11])[C:7]2=[O:12])#[N:41], predict the reactants needed to synthesize it. The reactants are: Br[C:2]1[CH:3]=[CH:4][C:5]([NH:13][C:14]2[C:19]([C:20]([F:23])([F:22])[F:21])=[CH:18][N:17]=[C:16]([NH:24][C:25]3[CH:39]=[CH:38][C:28]([CH2:29][P:30](=[O:37])([O:34][CH2:35][CH3:36])[O:31][CH2:32][CH3:33])=[CH:27][CH:26]=3)[N:15]=2)=[C:6]2[C:10]=1[CH2:9][N:8]([CH3:11])[C:7]2=[O:12].[CH3:40][N:41](C=O)C. (5) Given the product [OH:1][C:2]1[CH:7]=[CH:6][CH:5]=[CH:4][C:3]=1[C:8]1[N:13]=[C:12]([C:11]2[CH:15]=[CH:16][CH:17]=[CH:18][C:10]=2[OH:9])[N:36]([C:33]2[CH:34]=[CH:35][C:30]([N+:27]([O-:29])=[O:28])=[CH:31][CH:32]=2)[N:37]=1, predict the reactants needed to synthesize it. The reactants are: [OH:1][C:2]1[CH:7]=[CH:6][CH:5]=[CH:4][C:3]=1[C:8]1[O:9][C:10]2[CH:18]=[CH:17][CH:16]=[CH:15][C:11]=2[C:12](=O)[N:13]=1.C(N(CC)CC)C.Cl.[N+:27]([C:30]1[CH:35]=[CH:34][C:33]([NH:36][NH2:37])=[CH:32][CH:31]=1)([O-:29])=[O:28]. (6) Given the product [Cl:1][C:2]1[N:11]=[C:10]([NH:19][C:18]2[CH:20]=[CH:21][C:15]([O:14][CH3:13])=[CH:16][CH:17]=2)[C:9]2[C:4](=[CH:5][CH:6]=[CH:7][CH:8]=2)[N:3]=1, predict the reactants needed to synthesize it. The reactants are: [Cl:1][C:2]1[N:11]=[C:10](Cl)[C:9]2[C:4](=[CH:5][CH:6]=[CH:7][CH:8]=2)[N:3]=1.[CH3:13][O:14][C:15]1[CH:21]=[CH:20][C:18]([NH2:19])=[CH:17][CH:16]=1. (7) Given the product [CH3:19][O:20][C:21]1[CH:22]=[C:23]2[C:28](=[CH:29][CH:30]=1)[C:27]([CH3:32])([CH3:31])[CH2:26][CH2:25][C:24]2([CH3:34])[CH3:33].[CH3:31][C:27]1([CH3:32])[CH2:26][CH2:25][C:24]([CH3:34])([CH3:33])[C:23]2[CH:22]=[C:21]([OH:20])[CH:30]=[CH:29][C:28]1=2, predict the reactants needed to synthesize it. The reactants are: CC(O)(CCC(C)(O)C)C.C1(OC)C=CC=CC=1.[CH3:19][O:20][C:21]1[CH:22]=[C:23]2[C:28](=[CH:29][CH:30]=1)[C:27]([CH3:32])([CH3:31])[CH2:26][CH2:25][C:24]2([CH3:34])[CH3:33].B(Br)(Br)Br. (8) Given the product [Cl:1][C:2]1[CH:7]=[CH:6][C:5]([O:8][C:9]2[CH:10]=[CH:11][C:12]([Cl:15])=[CH:13][CH:14]=2)=[CH:4][C:3]=1[C:16]([O:26][CH2:31][C:30]#[CH:29])([CH:23]([CH3:24])[CH3:25])[CH2:17][N:18]1[CH:22]=[N:21][CH:20]=[N:19]1, predict the reactants needed to synthesize it. The reactants are: [Cl:1][C:2]1[CH:7]=[CH:6][C:5]([O:8][C:9]2[CH:14]=[CH:13][C:12]([Cl:15])=[CH:11][CH:10]=2)=[CH:4][C:3]=1[C:16]([OH:26])([CH:23]([CH3:25])[CH3:24])[CH2:17][N:18]1[CH:22]=[N:21][CH:20]=[N:19]1.[H-].[Na+].[CH2:29](Br)[C:30]#[CH:31]. (9) Given the product [F:1][C:2]1[C:7]([F:8])=[CH:6][C:5]([N+:13]([O-:15])=[O:14])=[CH:4][C:3]=1[CH2:9][C:10]([OH:12])=[O:11], predict the reactants needed to synthesize it. The reactants are: [F:1][C:2]1[C:7]([F:8])=[CH:6][CH:5]=[CH:4][C:3]=1[CH2:9][C:10]([OH:12])=[O:11].[N+:13]([O-])([OH:15])=[O:14].